The task is: Predict the reactants needed to synthesize the given product.. This data is from Full USPTO retrosynthesis dataset with 1.9M reactions from patents (1976-2016). (1) The reactants are: [Br:1][C:2]1[CH:26]=[CH:25][C:5]2[C:6](=[O:24])[NH:7][C:8]3([O:23][C:4]=2[CH:3]=1)[CH2:13][CH2:12][N:11]([CH2:14][C:15]1[CH:20]=[CH:19][C:18]([F:21])=[C:17]([F:22])[CH:16]=1)[CH2:10][CH2:9]3.[CH3:27][O:28][C:29]1[CH:34]=[CH:33][C:32](B(O)O)=[CH:31][CH:30]=1.C(N(CC)CC)C. Given the product [Br:1][C:2]1[CH:26]=[CH:25][C:5]2[C:6](=[O:24])[N:7]([C:32]3[CH:33]=[CH:34][C:29]([O:28][CH3:27])=[CH:30][CH:31]=3)[C:8]3([O:23][C:4]=2[CH:3]=1)[CH2:13][CH2:12][N:11]([CH2:14][C:15]1[CH:20]=[CH:19][C:18]([F:21])=[C:17]([F:22])[CH:16]=1)[CH2:10][CH2:9]3, predict the reactants needed to synthesize it. (2) Given the product [F:12][C:6]1[CH:7]=[C:8]([F:11])[CH:9]=[CH:10][C:5]=1[C:3](=[O:4])[CH2:2][S:13][C:14]#[N:15], predict the reactants needed to synthesize it. The reactants are: Br[CH2:2][C:3]([C:5]1[CH:10]=[CH:9][C:8]([F:11])=[CH:7][C:6]=1[F:12])=[O:4].[S-:13][C:14]#[N:15].[K+].O.